The task is: Predict the product of the given reaction.. This data is from Forward reaction prediction with 1.9M reactions from USPTO patents (1976-2016). Given the reactants [F:1][C:2]1[C:15]([F:16])=[CH:14][CH:13]=[CH:12][C:3]=1[O:4][C:5]1[CH:11]=[CH:10][C:8](N)=[CH:7][CH:6]=1.Cl.N([O-])=O.[Na+].NC(N)=O.[Na+].[I-:27], predict the reaction product. The product is: [F:16][C:15]1[CH:14]=[CH:13][CH:12]=[C:3]([O:4][C:5]2[CH:11]=[CH:10][C:8]([I:27])=[CH:7][CH:6]=2)[C:2]=1[F:1].